This data is from Forward reaction prediction with 1.9M reactions from USPTO patents (1976-2016). The task is: Predict the product of the given reaction. (1) Given the reactants [NH2:1][CH2:2][CH:3]([OH:6])[CH2:4][OH:5].C(N(CC)CC)C.[C:14](O[C:14]([O:16][C:17]([CH3:20])([CH3:19])[CH3:18])=[O:15])([O:16][C:17]([CH3:20])([CH3:19])[CH3:18])=[O:15], predict the reaction product. The product is: [C:17]([O:16][C:14]([NH:1][CH2:2][CH:3]([OH:6])[CH2:4][OH:5])=[O:15])([CH3:20])([CH3:19])[CH3:18]. (2) Given the reactants [CH3:1][C:2]1[CH:7]=[CH:6][CH:5]=[C:4]([CH3:8])[C:3]=1[N:9]=[C:10]=[O:11].Cl[C:13]1[CH:18]=[CH:17][CH:16]=[C:15](C)[C:14]=1[N:20]=C=O.[CH2:23]1[CH2:28][CH2:27][CH:26]([CH2:29][C@H:30]([NH:34][C:35]([O:37]CC2C3C(=CC=CC=3)C3C2=CC=CC=3)=O)[C:31]([OH:33])=[O:32])[CH2:25][CH2:24]1.[CH2:52]1[CH2:57][CH2:57][CH:52]([C@H:53](NC(OCC2C3C(=CC=CC=3)C3C2=CC=CC=3)=O)[C:54](O)=O)[CH2:54][CH2:53]1, predict the reaction product. The product is: [CH:26]1([CH2:29][C@@H:30]([C:31]([OH:33])=[O:32])[NH:34][C:35]([C:13]2[C:14]([NH:20][C:10]([NH:9][C:3]3[C:2]([CH3:1])=[CH:7][CH:6]=[CH:5][C:4]=3[CH3:8])=[O:11])=[CH:15][C:16]3[C:17](=[CH:57][CH:52]=[CH:53][CH:54]=3)[CH:18]=2)=[O:37])[CH2:25][CH2:24][CH2:23][CH2:28][CH2:27]1. (3) Given the reactants O.[O:2]=[CH:3][C@@H:4]([C@H:6]([C@@H:8]([C@@H:10]([CH2:12][OH:13])[OH:11])[OH:9])[OH:7])[OH:5].[C:14]([O-:26])(=[O:25])[CH2:15][C:16]([CH2:21][C:22]([O-:24])=[O:23])([C:18]([O-:20])=[O:19])[OH:17].[NH4+:27].[NH4+].[NH4+], predict the reaction product. The product is: [C:14]([O-:26])(=[O:25])[CH2:15][C:16]([CH2:21][C:22]([O-:24])=[O:23])([C:18]([O-:20])=[O:19])[OH:17].[NH4+:27].[NH4+:27].[NH4+:27].[O:2]=[CH:3][C@@H:4]([C@H:6]([C@@H:8]([C@@H:10]([CH2:12][OH:13])[OH:11])[OH:9])[OH:7])[OH:5].